Dataset: Full USPTO retrosynthesis dataset with 1.9M reactions from patents (1976-2016). Task: Predict the reactants needed to synthesize the given product. (1) Given the product [CH3:25][N:26]1[CH2:32][CH:31]2[N:33]([C:34]3[CH:39]=[CH:38][C:37]([NH2:40])=[N:36][CH:35]=3)[CH:28]([CH2:29][CH2:30]2)[CH2:27]1, predict the reactants needed to synthesize it. The reactants are: ClC1C=C(NC2C=CC(N3CCC(O)(C)CC3)=CN=2)C(=O)N(C)N=1.[CH3:25][N:26]1[CH2:32][C@H:31]2[N:33]([C:34]3[CH:35]=[N:36][C:37]([N+:40]([O-])=O)=[CH:38][CH:39]=3)[C@H:28]([CH2:29][CH2:30]2)[CH2:27]1. (2) Given the product [Br:1][C:14]1[CH:15]=[C:10]([F:9])[CH:11]=[C:12]([CH3:17])[C:13]=1[NH2:16], predict the reactants needed to synthesize it. The reactants are: [Br:1]N1C(=O)CCC1=O.[F:9][C:10]1[CH:15]=[CH:14][C:13]([NH2:16])=[C:12]([CH3:17])[CH:11]=1.O.C(OCC)(=O)C. (3) Given the product [NH2:34][C:19](=[O:20])[CH:18]([NH:17][C:15]([CH:11]1[N:10]([S:7]([C:4]2[CH:3]=[CH:2][C:1]([C:28]3[CH:29]=[CH:30][CH:31]=[CH:32][CH:33]=3)=[CH:6][CH:5]=2)(=[O:9])=[O:8])[CH2:14][CH2:13][S:12]1)=[O:16])[C:22]1[CH:27]=[CH:26][CH:25]=[CH:24][CH:23]=1, predict the reactants needed to synthesize it. The reactants are: [C:1]1([C:28]2[CH:33]=[CH:32][CH:31]=[CH:30][CH:29]=2)[CH:6]=[CH:5][C:4]([S:7]([N:10]2[CH2:14][CH2:13][S:12][CH:11]2[C:15]([NH:17][CH:18]([C:22]2[CH:27]=[CH:26][CH:25]=[CH:24][CH:23]=2)[C:19](O)=[O:20])=[O:16])(=[O:9])=[O:8])=[CH:3][CH:2]=1.[NH3:34].O1CCOCC1.C1C=CC2N(O)N=NC=2C=1.CCN=C=NCCCN(C)C.Cl. (4) Given the product [Br-:30].[OH:28][C:11]([C:20]1[CH:25]=[CH:24][CH:23]=[C:22]([O:26][CH3:27])[CH:21]=1)([C:12]1[CH:17]=[CH:16][CH:15]=[C:14]([O:18][CH3:19])[CH:13]=1)[C:10]([O:9][C@@H:3]1[CH:4]2[CH2:7][CH2:8][N+:1]([CH2:31][C:32](=[O:33])[NH:34][C:35]3[CH:39]=[CH:38][O:37][N:36]=3)([CH2:6][CH2:5]2)[CH2:2]1)=[O:29], predict the reactants needed to synthesize it. The reactants are: [N:1]12[CH2:8][CH2:7][CH:4]([CH2:5][CH2:6]1)[C@@H:3]([O:9][C:10](=[O:29])[C:11]([OH:28])([C:20]1[CH:25]=[CH:24][CH:23]=[C:22]([O:26][CH3:27])[CH:21]=1)[C:12]1[CH:17]=[CH:16][CH:15]=[C:14]([O:18][CH3:19])[CH:13]=1)[CH2:2]2.[Br:30][CH2:31][C:32]([NH:34][C:35]1[CH:39]=[CH:38][O:37][N:36]=1)=[O:33].